This data is from Reaction yield outcomes from USPTO patents with 853,638 reactions. The task is: Predict the reaction yield, written as a fraction of the theoretical maximum amount of product (1.0 means a 100% yield; for example, 0.34 means a 34% yield). (1) The reactants are [OH-].[Na+].[NH:3]1[C:11]2[C:6](=[CH:7][CH:8]=[CH:9][CH:10]=2)[CH2:5][C:4]1=[O:12].[CH3:13][N:14]1[C:22]2[C:17](=[CH:18][CH:19]=[CH:20][CH:21]=2)[C:16]([C:23](=O)[C:24]([OH:26])=[O:25])=[CH:15]1. The catalyst is C1(C)C=CC=CC=1. The product is [CH3:13][N:14]1[C:22]2[C:17](=[CH:18][CH:19]=[CH:20][CH:21]=2)[C:16]([C:23](=[C:5]2[C:6]3[C:11](=[CH:10][CH:9]=[CH:8][CH:7]=3)[NH:3][C:4]2=[O:12])[C:24]([OH:26])=[O:25])=[CH:15]1. The yield is 0.220. (2) The product is [Cl:22][C:23]1[CH:34]=[CH:33][C:26]([C:27]([C:2]2[CH:6]=[CH:5][S:4][C:3]=2[C:7]2[NH:11][CH:10]=[N:9][N:8]=2)=[O:28])=[CH:25][CH:24]=1. The yield is 0.885. No catalyst specified. The reactants are Br[C:2]1[CH:6]=[CH:5][S:4][C:3]=1[C:7]1[NH:11][CH:10]=[N:9][N:8]=1.O1CCCC1.[Li]CCCC.[Cl:22][C:23]1[CH:34]=[CH:33][C:26]([C:27](N(OC)C)=[O:28])=[CH:25][CH:24]=1.[Cl-].[NH4+].O. (3) The reactants are [N:1]1[CH:6]=[CH:5][CH:4]=[C:3]([NH:7][C:8](=[O:10])[O-])[N:2]=1.[F:11][C:12]1[CH:17]=[C:16]([F:18])[CH:15]=[CH:14][C:13]=1[C:19]1[CH:24]=[CH:23][N:22]=[C:21]([N:25]2[CH2:30][CH2:29][NH:28][CH2:27][CH2:26]2)[N:20]=1. The catalyst is C(OCC)(=O)C.CCCCCC. The product is [F:11][C:12]1[CH:17]=[C:16]([F:18])[CH:15]=[CH:14][C:13]=1[C:19]1[CH:24]=[CH:23][N:22]=[C:21]([N:25]2[CH2:26][CH2:27][N:28]([C:8]([NH:7][C:3]3[N:2]=[N:1][CH:6]=[CH:5][CH:4]=3)=[O:10])[CH2:29][CH2:30]2)[N:20]=1. The yield is 0.220. (4) The yield is 0.440. The catalyst is CO. The product is [CH2:21]([O:20][C:13]1[CH:14]=[C:15]([CH2:18][CH3:19])[CH:16]=[CH:17][C:12]=1[O:11][C:8]1[CH:9]=[CH:10][C:5]([OH:4])=[CH:6][C:7]=1[F:28])[C:22]1[CH:23]=[CH:24][CH:25]=[CH:26][CH:27]=1. The reactants are C([O:4][C:5]1[CH:10]=[CH:9][C:8]([O:11][C:12]2[CH:17]=[CH:16][C:15]([CH2:18][CH3:19])=[CH:14][C:13]=2[O:20][CH2:21][C:22]2[CH:27]=[CH:26][CH:25]=[CH:24][CH:23]=2)=[C:7]([F:28])[CH:6]=1)(=O)C.O.[OH-].[K+]. (5) The yield is 0.700. The reactants are C([O-])=O.[NH4+].[CH2:5]([C:7]([C:26]1[CH:31]=[CH:30][C:29]([C:32]2[CH:33]=[C:34]([CH2:38][C:39]([OH:41])=[O:40])[CH:35]=[N:36][CH:37]=2)=[C:28]([CH3:42])[CH:27]=1)([C:10]1[CH:15]=[CH:14][C:13]([C:16]#[C:17][C:18]2([OH:24])[CH2:23][CH2:22][S:21][CH2:20][CH2:19]2)=[C:12]([CH3:25])[CH:11]=1)[CH2:8][CH3:9])[CH3:6]. The catalyst is C(O)C.[Pd]. The product is [CH2:5]([C:7]([C:26]1[CH:31]=[CH:30][C:29]([C:32]2[CH:33]=[C:34]([CH2:38][C:39]([OH:41])=[O:40])[CH:35]=[N:36][CH:37]=2)=[C:28]([CH3:42])[CH:27]=1)([C:10]1[CH:15]=[CH:14][C:13]([CH2:16][CH2:17][C:18]2([OH:24])[CH2:19][CH2:20][S:21][CH2:22][CH2:23]2)=[C:12]([CH3:25])[CH:11]=1)[CH2:8][CH3:9])[CH3:6].